Dataset: Forward reaction prediction with 1.9M reactions from USPTO patents (1976-2016). Task: Predict the product of the given reaction. (1) The product is: [N:3]1[CH:4]=[CH:5][CH:6]=[C:7]2[C:11]3[C:10]([NH:1][C:2]=12)=[CH:15][N:14]=[C:13]([C:16]#[N:17])[CH:12]=3. Given the reactants [NH2:1][C:2]1[C:7](I)=[CH:6][CH:5]=[CH:4][N:3]=1.Cl[C:10]1[C:11]([Sn](C)(C)C)=[CH:12][C:13]([C:16]#[N:17])=[N:14][CH:15]=1.O1CCOCC1.C(=O)(O)[O-].[Na+], predict the reaction product. (2) Given the reactants F[C:2]1[C:7]([CH:8]=O)=[C:6]([I:10])[CH:5]=[CH:4][N:3]=1.[CH3:11][NH:12][NH2:13], predict the reaction product. The product is: [I:10][C:6]1[CH:5]=[CH:4][N:3]=[C:2]2[N:12]([CH3:11])[N:13]=[CH:8][C:7]=12. (3) Given the reactants N1C2[CH:6]=[CH:7][CH:8]=[CH:9][C:4]=2[N:3]=[C:2]1[C:10]1[CH:11]=[C:12]([CH:14]=[CH:15][C:16]=1[Cl:17])N.Cl.Cl.[CH3:20][N:21]1[C@H:26]([CH3:27])[CH2:25][NH:24][CH2:23][C@@H:22]1[CH3:28].ClC1[CH:39]=[C:38]([F:40])[CH:37]=[CH:36]C=1C(OC)=O.ClC1C=C(N2CCN(C)[C@@H](C)C2)C=CC=1C(O)=[O:45].Cl.Cl.C[N:62]1[CH2:67][CH2:66][NH:65][CH2:64][C@@H:63]1[CH3:68], predict the reaction product. The product is: [F:40][C:38]1[CH:37]=[CH:36][C:66]2[N:65]=[C:64]([C:63]3[CH:68]=[C:4]([NH:3][C:2](=[O:45])[C:10]4[CH:11]=[CH:12][C:14]([N:24]5[CH2:25][C@@H:26]([CH3:27])[N:21]([CH3:20])[C@@H:22]([CH3:28])[CH2:23]5)=[CH:15][C:16]=4[Cl:17])[CH:9]=[CH:8][C:7]=3[CH3:6])[NH:62][C:67]=2[CH:39]=1. (4) The product is: [CH2:1]([O:3][C:4](=[N:6][O:7][CH2:8][CH2:9][N:10]([CH3:30])[CH2:11][C@H:12]1[O:16][C@@H:15]([N:17]2[C:26]3[N:25]=[CH:24][N:23]=[C:21]([NH2:22])[C:20]=3[N:19]=[C:18]2[NH:32][CH3:31])[C@H:14]([OH:28])[C@@H:13]1[OH:29])[CH3:5])[CH3:2]. Given the reactants [CH2:1]([O:3][C:4](=[N:6][O:7][CH2:8][CH2:9][N:10]([CH3:30])[CH2:11][C@H:12]1[O:16][C@@H:15]([N:17]2[C:26]3[N:25]=[CH:24][N:23]=[C:21]([NH2:22])[C:20]=3[N:19]=[C:18]2C)[C@H:14]([OH:28])[C@@H:13]1[OH:29])[CH3:5])[CH3:2].[CH3:31][NH:32]C[C@H]1O[C@@H](N2C3N=CN=C(N)C=3N=C2NC)[C@H](O)[C@@H]1O.CCN(C(C)C)C(C)C, predict the reaction product. (5) Given the reactants [CH2:1]([O:8][C:9]1[CH:14]=[C:13]([CH3:15])[C:12]([CH:16]2[C:24](=[O:25])[CH:23]3[CH:18]([CH:19]4[CH2:27][CH2:26][CH:22]3[CH2:21][CH2:20]4)[C:17]2=[O:28])=[C:11]([CH3:29])[CH:10]=1)[C:2]1[CH:7]=[CH:6][CH:5]=[CH:4][CH:3]=1.[C:30](Cl)(=[O:35])[C:31]([CH3:34])([CH3:33])[CH3:32].C(N(CC)CC)C, predict the reaction product. The product is: [CH2:1]([O:8][C:9]1[CH:10]=[C:11]([CH3:29])[C:12]([C:16]2[C:17](=[O:28])[CH:18]3[CH:23]([CH:22]4[CH2:26][CH2:27][CH:19]3[CH2:20][CH2:21]4)[C:24]=2[O:25][C:30](=[O:35])[C:31]([CH3:34])([CH3:33])[CH3:32])=[C:13]([CH3:15])[CH:14]=1)[C:2]1[CH:7]=[CH:6][CH:5]=[CH:4][CH:3]=1. (6) Given the reactants [C:1]([O:5][C:6]([N:8]1[CH2:12][CH2:11][CH2:10][C@H:9]1[CH2:13][O:14][C:15]1[CH:16]=[N:17][CH:18]=[C:19]([C:21]#[C:22][Si](C)(C)C)[CH:20]=1)=[O:7])([CH3:4])([CH3:3])[CH3:2].[F-].C([N+](CCCC)(CCCC)CCCC)CCC, predict the reaction product. The product is: [C:1]([O:5][C:6]([N:8]1[CH2:12][CH2:11][CH2:10][C@H:9]1[CH2:13][O:14][C:15]1[CH:16]=[N:17][CH:18]=[C:19]([C:21]#[CH:22])[CH:20]=1)=[O:7])([CH3:4])([CH3:3])[CH3:2]. (7) Given the reactants [CH2:1]([NH:8][C:9]([NH:11][C:12]1[CH:17]=[C:16]([C:18]#[N:19])[CH:15]=[CH:14][C:13]=1[NH:20][CH2:21][CH3:22])=[S:10])[C:2]1[CH:7]=[CH:6][CH:5]=[CH:4][CH:3]=1.Cl[CH2:24][C:25](OCC)=[O:26].C1CCN2C(=NCCC2)CC1, predict the reaction product. The product is: [CH2:1]([N:8]1[C:25](=[O:26])[CH2:24][S:10][C:9]1=[N:11][C:12]1[CH:17]=[C:16]([CH:15]=[CH:14][C:13]=1[NH:20][CH2:21][CH3:22])[C:18]#[N:19])[C:2]1[CH:7]=[CH:6][CH:5]=[CH:4][CH:3]=1. (8) Given the reactants [F:1][C:2]([F:23])([F:22])[C:3]([NH:5][C@H:6]1[CH2:10][CH2:9][N:8]([CH2:11][C:12]2[CH:17]=[CH:16][C:15]([N+:18]([O-])=O)=[CH:14][CH:13]=2)[C:7]1=[O:21])=[O:4].[C:24](OC(=O)C)(=[O:26])[CH3:25], predict the reaction product. The product is: [C:24]([NH:18][C:15]1[CH:16]=[CH:17][C:12]([CH2:11][N:8]2[CH2:9][CH2:10][C@H:6]([NH:5][C:3](=[O:4])[C:2]([F:23])([F:22])[F:1])[C:7]2=[O:21])=[CH:13][CH:14]=1)(=[O:26])[CH3:25]. (9) Given the reactants [Br:1][C:2]1[CH:7]=[CH:6][C:5]([NH2:8])=[C:4]([C:9]2[NH:13][N:12]=[N:11][N:10]=2)[CH:3]=1.[F:14][C:15]([F:31])([F:30])[C:16]1[CH:17]=[C:18]([CH2:26][C:27](Cl)=[O:28])[CH:19]=[C:20]([C:22]([F:25])([F:24])[F:23])[CH:21]=1, predict the reaction product. The product is: [F:14][C:15]([F:30])([F:31])[C:16]1[CH:17]=[C:18]([CH2:26][C:27]([NH:8][C:5]2[CH:6]=[CH:7][C:2]([Br:1])=[CH:3][C:4]=2[C:9]2[NH:13][N:12]=[N:11][N:10]=2)=[O:28])[CH:19]=[C:20]([C:22]([F:23])([F:24])[F:25])[CH:21]=1.